This data is from Forward reaction prediction with 1.9M reactions from USPTO patents (1976-2016). The task is: Predict the product of the given reaction. (1) Given the reactants Br[C:2]1[CH:3]=[CH:4][C:5]2[N:6]([C:8]([C:11]3[CH:18]=[CH:17][C:14]([C:15]#[N:16])=[CH:13][CH:12]=3)=[CH:9][N:10]=2)[CH:7]=1.[F:19][C:20]1[CH:25]=[CH:24][C:23]([N:26]2[C:30](B3OC(C)(C)C(C)(C)O3)=[CH:29][CH:28]=[N:27]2)=[CH:22][CH:21]=1, predict the reaction product. The product is: [F:19][C:20]1[CH:21]=[CH:22][C:23]([N:26]2[C:30]([C:2]3[CH:3]=[CH:4][C:5]4[N:6]([C:8]([C:11]5[CH:18]=[CH:17][C:14]([C:15]#[N:16])=[CH:13][CH:12]=5)=[CH:9][N:10]=4)[CH:7]=3)=[CH:29][CH:28]=[N:27]2)=[CH:24][CH:25]=1. (2) The product is: [F:23][C:17]1[CH:16]=[CH:15][C:14]([C:6]2[CH:7]=[CH:8][CH:9]=[C:4]([O:3][CH2:1][CH3:2])[CH:5]=2)=[CH:19][C:18]=1[N+:20]([O-:22])=[O:21]. Given the reactants [CH2:1]([O:3][C:4]1[CH:5]=[C:6](B(O)O)[CH:7]=[CH:8][CH:9]=1)[CH3:2].Br[C:14]1[CH:15]=[CH:16][C:17]([F:23])=[C:18]([N+:20]([O-:22])=[O:21])[CH:19]=1.C(=O)([O-])[O-].[Na+].[Na+], predict the reaction product. (3) Given the reactants C(OC([N:8]1[CH2:13][CH2:12][CH:11]([C:14]2[N:18]=[C:17]([C:19]3[CH:24]=[CH:23][CH:22]=[C:21]([C:25]([F:28])([F:27])[F:26])[N:20]=3)[NH:16][N:15]=2)[CH2:10][CH2:9]1)=O)(C)(C)C.[ClH:29], predict the reaction product. The product is: [ClH:29].[NH:8]1[CH2:9][CH2:10][CH:11]([C:14]2[N:18]=[C:17]([C:19]3[CH:24]=[CH:23][CH:22]=[C:21]([C:25]([F:27])([F:28])[F:26])[N:20]=3)[NH:16][N:15]=2)[CH2:12][CH2:13]1.